Predict the reaction yield, written as a fraction of the theoretical maximum amount of product (1.0 means a 100% yield; for example, 0.34 means a 34% yield). From a dataset of Reaction yield outcomes from USPTO patents with 853,638 reactions. (1) The reactants are [Br:1][C:2]1[CH:7]=[CH:6][C:5]([OH:8])=[C:4]([F:9])[CH:3]=1.[Br:10][CH2:11][CH2:12]O.C1(P(C2C=CC=CC=2)C2C=CC=CC=2)C=CC=CC=1.CCOC(/N=N/C(OCC)=O)=O. The catalyst is C1COCC1. The product is [Br:1][C:2]1[CH:7]=[CH:6][C:5]([O:8][CH2:12][CH2:11][Br:10])=[C:4]([F:9])[CH:3]=1. The yield is 0.970. (2) The reactants are [F:1][C:2]([F:9])([F:8])[C:3](OCC)=O.[NH2:10][CH2:11][CH:12]([OH:15])[CH2:13][NH2:14]. The catalyst is CC1C=CC(C)=CC=1. The product is [F:9][C:2]([F:1])([F:8])[C:3]1[NH:10][CH2:11][CH:12]([OH:15])[CH2:13][N:14]=1. The yield is 0.970. (3) The reactants are Cl[C:2]([O:4][CH2:5][C:6]1[CH:11]=[CH:10][CH:9]=[CH:8][CH:7]=1)=[O:3].[NH:12]1[CH2:17][CH2:16][CH2:15][CH:14]([C:18]([O:20][CH2:21][CH3:22])=[O:19])[CH2:13]1.C(N(CC)CC)C. The catalyst is C(Cl)Cl. The product is [N:12]1([C:2]([O:4][CH2:5][C:6]2[CH:11]=[CH:10][CH:9]=[CH:8][CH:7]=2)=[O:3])[CH2:17][CH2:16][CH2:15][CH:14]([C:18]([O:20][CH2:21][CH3:22])=[O:19])[CH2:13]1. The yield is 0.970. (4) The reactants are CN(C(ON1N=NC2C=CC=NC1=2)=[N+](C)C)C.F[P-](F)(F)(F)(F)F.[N:25]1[C:34]2[C:29](=[CH:30][C:31]([CH2:35][N:36]3[C:44]4[C:39](=[N:40][CH:41]=[C:42]([C:45]5[CH:53]=[CH:52][C:48]([C:49]([OH:51])=O)=[CH:47][CH:46]=5)[N:43]=4)[N:38]=[N:37]3)=[CH:32][CH:33]=2)[CH:28]=[CH:27][CH:26]=1.[CH3:54][N:55]([CH3:60])[CH2:56][CH2:57][NH:58][CH3:59].C(N(CC)CC)C. The catalyst is CN(C=O)C. The product is [CH3:54][N:55]([CH3:60])[CH2:56][CH2:57][N:58]([CH3:59])[C:49](=[O:51])[C:48]1[CH:47]=[CH:46][C:45]([C:42]2[N:43]=[C:44]3[N:36]([CH2:35][C:31]4[CH:30]=[C:29]5[C:34](=[CH:33][CH:32]=4)[N:25]=[CH:26][CH:27]=[CH:28]5)[N:37]=[N:38][C:39]3=[N:40][CH:41]=2)=[CH:53][CH:52]=1. The yield is 0.480. (5) The reactants are [C:1]([O:5][C:6]([N:8]1[CH2:13][CH2:12][C:11](=O)[CH2:10][CH2:9]1)=[O:7])([CH3:4])([CH3:3])[CH3:2].[CH2:15]([NH2:17])[CH3:16].O. The catalyst is C(O)C.[Pt]. The product is [C:1]([O:5][C:6]([N:8]1[CH2:13][CH2:12][CH:11]([CH2:16][CH2:15][NH2:17])[CH2:10][CH2:9]1)=[O:7])([CH3:4])([CH3:3])[CH3:2]. The yield is 1.07. (6) The reactants are [C:1]([C:3]1[S:11][C:10]2[C:5](=[N:6][CH:7]=[CH:8][C:9]=2[O:12][C:13]2[CH:18]=[CH:17][C:16]([N+:19]([O-])=O)=[CH:15][C:14]=2[F:22])[CH:4]=1)#[CH:2].Cl[Sn]Cl.[C:26]1([CH2:32][C:33]([N:35]=[C:36]=[S:37])=[O:34])[CH:31]=[CH:30][CH:29]=[CH:28][CH:27]=1. The catalyst is CO.CCO.C1(C)C=CC=CC=1. The product is [C:1]([C:3]1[S:11][C:10]2[C:5](=[N:6][CH:7]=[CH:8][C:9]=2[O:12][C:13]2[CH:18]=[CH:17][C:16]([NH:19][C:36]([NH:35][C:33](=[O:34])[CH2:32][C:26]3[CH:27]=[CH:28][CH:29]=[CH:30][CH:31]=3)=[S:37])=[CH:15][C:14]=2[F:22])[CH:4]=1)#[CH:2]. The yield is 0.0900. (7) The yield is 0.884. The product is [CH3:5][C:6]1[CH:14]=[CH:13][C:9]([C:10]([O:12][CH3:19])=[O:11])=[CH:8][C:7]=1[C:15]([F:16])([F:17])[F:18]. No catalyst specified. The reactants are S(Cl)(Cl)=O.[CH3:5][C:6]1[CH:14]=[CH:13][C:9]([C:10]([OH:12])=[O:11])=[CH:8][C:7]=1[C:15]([F:18])([F:17])[F:16].[CH3:19]O. (8) The reactants are Cl.Cl.[Cl:3][C:4]1[CH:9]=[CH:8][C:7]([N:10]2[CH2:15][CH2:14][NH:13][CH2:12][CH2:11]2)=[CH:6][C:5]=1[O:16][CH3:17].O.C([O-])([O-])=O.[K+].[K+].[Cl:25][CH2:26][C:27](Cl)=[O:28]. The catalyst is C(Cl)Cl. The product is [Cl:25][CH2:26][C:27]([N:13]1[CH2:12][CH2:11][N:10]([C:7]2[CH:8]=[CH:9][C:4]([Cl:3])=[C:5]([O:16][CH3:17])[CH:6]=2)[CH2:15][CH2:14]1)=[O:28]. The yield is 0.920.